Dataset: Reaction yield outcomes from USPTO patents with 853,638 reactions. Task: Predict the reaction yield, written as a fraction of the theoretical maximum amount of product (1.0 means a 100% yield; for example, 0.34 means a 34% yield). (1) The reactants are Br[C:2]1[CH:16]=[N:15][C:5]2[NH:6][C:7]3[CH:12]=[N:11][C:10]([C:13]#[N:14])=[CH:9][C:8]=3[C:4]=2[CH:3]=1.[Cl-].[Li+].CCN(C(C)C)C(C)C.C([Sn](CCCC)(CCCC)[C:33]1[S:34][CH:35]=[CH:36][N:37]=1)CCC.[F-].[K+]. The catalyst is CN(C=O)C.C1C=CC([P]([Pd]([P](C2C=CC=CC=2)(C2C=CC=CC=2)C2C=CC=CC=2)([P](C2C=CC=CC=2)(C2C=CC=CC=2)C2C=CC=CC=2)[P](C2C=CC=CC=2)(C2C=CC=CC=2)C2C=CC=CC=2)(C2C=CC=CC=2)C2C=CC=CC=2)=CC=1. The product is [S:34]1[CH:35]=[CH:36][N:37]=[C:33]1[C:2]1[CH:16]=[N:15][C:5]2[NH:6][C:7]3[CH:12]=[N:11][C:10]([C:13]#[N:14])=[CH:9][C:8]=3[C:4]=2[CH:3]=1. The yield is 0.180. (2) The reactants are [OH:1][C:2]1[CH:3]=[CH:4][C:5]2[CH2:6][C@H:7]3[N:18]([C:19]([O:21][CH2:22][C:23]4[CH:28]=[CH:27][CH:26]=[CH:25][CH:24]=4)=[O:20])[CH2:17][CH2:16][C@@:13]4([C:14]=2[CH:15]=1)[C@H:8]3[CH2:9][CH2:10][CH2:11][CH2:12]4.[Mg+2].[Cl-].[Cl-].[CH2:32]=[O:33]. The catalyst is C(#N)C. The product is [CH:32]([C:3]1[C:2]([OH:1])=[CH:15][C:14]2[C@:13]34[CH2:16][CH2:17][N:18]([C:19]([O:21][CH2:22][C:23]5[CH:28]=[CH:27][CH:26]=[CH:25][CH:24]=5)=[O:20])[C@@H:7]([C@@H:8]3[CH2:9][CH2:10][CH2:11][CH2:12]4)[CH2:6][C:5]=2[CH:4]=1)=[O:33]. The yield is 0.560.